From a dataset of Peptide-MHC class II binding affinity with 134,281 pairs from IEDB. Regression. Given a peptide amino acid sequence and an MHC pseudo amino acid sequence, predict their binding affinity value. This is MHC class II binding data. (1) The peptide sequence is KYTATISGLKPGVDY. The MHC is HLA-DQA10501-DQB10201 with pseudo-sequence HLA-DQA10501-DQB10201. The binding affinity (normalized) is 0.517. (2) The peptide sequence is YGFVANFSMELPSFG. The MHC is DRB1_0301 with pseudo-sequence DRB1_0301. The binding affinity (normalized) is 0.206. (3) The peptide sequence is EGTVDFIFGEARSLY. The MHC is DRB1_0701 with pseudo-sequence DRB1_0701. The binding affinity (normalized) is 0.756. (4) The peptide sequence is DYVRMWVQAATAMSA. The MHC is HLA-DQA10101-DQB10501 with pseudo-sequence HLA-DQA10101-DQB10501. The binding affinity (normalized) is 0.489. (5) The peptide sequence is GSRGYRLQRKIEAIF. The MHC is DRB1_1302 with pseudo-sequence DRB1_1302. The binding affinity (normalized) is 0.381. (6) The peptide sequence is QPQPYPQPQLPYPQPQPF. The MHC is DRB4_0101 with pseudo-sequence DRB4_0103. The binding affinity (normalized) is 0.163. (7) The peptide sequence is AVAANELGMLEKTKE. The MHC is HLA-DQA10501-DQB10402 with pseudo-sequence HLA-DQA10501-DQB10402. The binding affinity (normalized) is 0. (8) The peptide sequence is AMVLSIVSLFPLCLS. The MHC is DRB1_0701 with pseudo-sequence DRB1_0701. The binding affinity (normalized) is 0.833. (9) The peptide sequence is SLETVAIDRPAEVRK. The MHC is DRB1_1101 with pseudo-sequence DRB1_1101. The binding affinity (normalized) is 0.283.